This data is from Full USPTO retrosynthesis dataset with 1.9M reactions from patents (1976-2016). The task is: Predict the reactants needed to synthesize the given product. (1) Given the product [Cl:1][C:2]1[CH:3]=[CH:4][C:5]([N:8]2[CH2:9][CH2:10][N:11]([C:33](=[O:34])[CH2:32][N:16]3[CH2:17][CH2:18][C:19]([C:20]4[CH:25]=[CH:24][CH:23]=[CH:22][CH:21]=4)([C:26]4[CH:31]=[CH:30][CH:29]=[CH:28][CH:27]=4)[C:15]3=[O:14])[CH2:12][CH2:13]2)=[N:6][CH:7]=1, predict the reactants needed to synthesize it. The reactants are: [Cl:1][C:2]1[CH:3]=[CH:4][C:5]([N:8]2[CH2:13][CH2:12][NH:11][CH2:10][CH2:9]2)=[N:6][CH:7]=1.[O:14]=[C:15]1[C:19]([C:26]2[CH:31]=[CH:30][CH:29]=[CH:28][CH:27]=2)([C:20]2[CH:25]=[CH:24][CH:23]=[CH:22][CH:21]=2)[CH2:18][CH2:17][N:16]1[CH2:32][C:33](O)=[O:34].Cl.C(N=C=NCCCN(C)C)C. (2) Given the product [Br:16][C:13]([F:15])([F:14])[O:12][C:11]1[C:6]([N+:3]([O-:5])=[O:4])=[N:7][CH:8]=[CH:9][CH:10]=1, predict the reactants needed to synthesize it. The reactants are: [H-].[Na+].[N+:3]([C:6]1[C:11]([OH:12])=[CH:10][CH:9]=[CH:8][N:7]=1)([O-:5])=[O:4].[C:13](Br)([Br:16])([F:15])[F:14]. (3) Given the product [CH2:1]([C:19]1[CH:18]=[N:17][CH:16]=[C:15]([C@@H:11]2[CH2:12][CH2:13][CH2:14][N:10]2[CH3:9])[CH:20]=1)[C:2]1[CH:7]=[CH:6][CH:5]=[CH:4][CH:3]=1, predict the reactants needed to synthesize it. The reactants are: [CH:1](=O)[C:2]1[CH:7]=[CH:6][CH:5]=[CH:4][CH:3]=1.[CH3:9][N:10]1[CH2:14][CH2:13][CH2:12][CH:11]1[C:15]1[CH:20]([Si](C)(C)C)[CH:19]=[CH:18][N:17]([Si](C)(C)C)[CH:16]=1.CCCC[N+](CCCC)(CCCC)CCCC.[F-].C([O-])(O)=O.[Na+]. (4) Given the product [Cl:1][C:2]1[N:3]=[CH:4][C:5]([OH:9])=[C:6]([I:8])[CH:7]=1, predict the reactants needed to synthesize it. The reactants are: [Cl:1][C:2]1[CH:7]=[C:6]([I:8])[C:5]([O:9]COC)=[CH:4][N:3]=1.Cl. (5) Given the product [Br:11][C:12]1[CH:13]=[C:14]([C:18]2[S:20][C:3]3[CH2:4][CH2:5][CH2:6][C:1](=[O:8])[C:2]=3[N:19]=2)[CH:15]=[N:16][CH:17]=1, predict the reactants needed to synthesize it. The reactants are: [C:1]1(=[O:8])[CH2:6][CH2:5][CH2:4][CH2:3][C:2]1=O.BrBr.[Br:11][C:12]1[CH:13]=[C:14]([C:18](=[S:20])[NH2:19])[CH:15]=[N:16][CH:17]=1. (6) Given the product [O:1]1[CH:5]=[CH:4][CH:3]=[C:2]1[CH2:6][N:7]([CH2:23][C:24]1[CH:25]=[CH:26][C:27]([S:30][C:31]([CH3:40])([CH3:39])[C:32]([OH:34])=[O:33])=[CH:28][CH:29]=1)[CH2:8][C:9]1[O:13][N:12]=[C:11]([C:14]2[CH:19]=[CH:18][C:17]([O:20][CH3:21])=[CH:16][C:15]=2[CH3:22])[CH:10]=1, predict the reactants needed to synthesize it. The reactants are: [O:1]1[CH:5]=[CH:4][CH:3]=[C:2]1[CH2:6][N:7]([CH2:23][C:24]1[CH:29]=[CH:28][C:27]([S:30][C:31]([CH3:40])([CH3:39])[C:32]([O:34]C(C)(C)C)=[O:33])=[CH:26][CH:25]=1)[CH2:8][C:9]1[O:13][N:12]=[C:11]([C:14]2[CH:19]=[CH:18][C:17]([O:20][CH3:21])=[CH:16][C:15]=2[CH3:22])[CH:10]=1. (7) Given the product [NH2:1][CH:2]([CH2:3][C:4]1[C:12]2[C:7](=[CH:8][CH:9]=[C:10]([O:13][CH3:14])[CH:11]=2)[NH:6][C:5]=1[C:15]([O:17][CH2:18][CH3:19])=[O:16])[CH2:20][CH2:21][C:22]([OH:24])=[O:23], predict the reactants needed to synthesize it. The reactants are: [NH2:1][CH:2]([CH2:20][CH2:21][C:22]([O:24]C)=[O:23])[CH2:3][C:4]1[C:12]2[C:7](=[CH:8][CH:9]=[C:10]([O:13][CH3:14])[CH:11]=2)[NH:6][C:5]=1[C:15]([O:17][CH2:18][CH3:19])=[O:16]. (8) Given the product [ClH:40].[CH2:38]([N:3]([CH2:1][CH3:2])[C:4]([NH:6][C:7]1[C:8]([C:18]2[NH:22][C:21]3[CH:23]=[C:24]([O:28][CH2:29][CH2:30][CH2:31][N:32]4[CH2:37][CH2:36][CH2:35][CH2:34][CH2:33]4)[C:25]([F:27])=[CH:26][C:20]=3[N:19]=2)=[N:9][NH:10][CH:11]=1)=[O:5])[CH3:39], predict the reactants needed to synthesize it. The reactants are: [CH2:1]([N:3]([CH2:38][CH3:39])[C:4]([NH:6][C:7]1[C:8]([C:18]2[NH:22][C:21]3[CH:23]=[C:24]([O:28][CH2:29][CH2:30][CH2:31][N:32]4[CH2:37][CH2:36][CH2:35][CH2:34][CH2:33]4)[C:25]([F:27])=[CH:26][C:20]=3[N:19]=2)=[N:9][N:10](C2CCCCO2)[CH:11]=1)=[O:5])[CH3:2].[ClH:40]. (9) Given the product [CH2:18]([O:17][C:15]([NH:25][CH2:26][C:27]([N:5]1[CH2:6][C@@H:1]2[CH2:7][C@H:4]1[CH2:3][N:2]2[C:8]([O:10][C:11]([CH3:14])([CH3:13])[CH3:12])=[O:9])=[O:28])=[O:16])[C:19]1[CH:24]=[CH:23][CH:22]=[CH:21][CH:20]=1, predict the reactants needed to synthesize it. The reactants are: [C@H:1]12[CH2:7][C@H:4]([NH:5][CH2:6]1)[CH2:3][N:2]2[C:8]([O:10][C:11]([CH3:14])([CH3:13])[CH3:12])=[O:9].[C:15]([NH:25][CH2:26][C:27](O)=[O:28])([O:17][CH2:18][C:19]1[CH:24]=[CH:23][CH:22]=[CH:21][CH:20]=1)=[O:16].O.ON1C2C=CC=CC=2N=N1.C(N(CC)C(C)C)(C)C.Cl.CN(C)CCCN=C=NCC.